Dataset: Reaction yield outcomes from USPTO patents with 853,638 reactions. Task: Predict the reaction yield, written as a fraction of the theoretical maximum amount of product (1.0 means a 100% yield; for example, 0.34 means a 34% yield). (1) The reactants are [C:1]([Si:5]([O:8][C:9]1[CH:14]=[C:13]([F:15])[CH:12]=[C:11]([F:16])[CH:10]=1)([CH3:7])[CH3:6])([CH3:4])([CH3:3])[CH3:2].C([Li])CCC.C(O[B:26]1[O:30][C:29]([CH3:32])([CH3:31])[C:28]([CH3:34])([CH3:33])[O:27]1)(C)C. The catalyst is C1COCC1. The product is [C:1]([Si:5]([O:8][C:9]1[CH:10]=[C:11]([F:16])[C:12]([B:26]2[O:30][C:29]([CH3:32])([CH3:31])[C:28]([CH3:34])([CH3:33])[O:27]2)=[C:13]([F:15])[CH:14]=1)([CH3:7])[CH3:6])([CH3:4])([CH3:2])[CH3:3]. The yield is 0.910. (2) The reactants are [C:1]([O:5][C:6](=[O:22])[NH:7][C:8]1[CH:13]=[CH:12][CH:11]=[C:10]([C:14]2[CH:19]=[CH:18][C:17]([CH2:20][NH2:21])=[CH:16][CH:15]=2)[N:9]=1)([CH3:4])([CH3:3])[CH3:2].CCN(CC)CC.[CH3:30][S:31](Cl)(=[O:33])=[O:32]. The catalyst is ClCCl. The product is [C:1]([O:5][C:6](=[O:22])[NH:7][C:8]1[CH:13]=[CH:12][CH:11]=[C:10]([C:14]2[CH:15]=[CH:16][C:17]([CH2:20][NH:21][S:31]([CH3:30])(=[O:33])=[O:32])=[CH:18][CH:19]=2)[N:9]=1)([CH3:4])([CH3:2])[CH3:3]. The yield is 0.440. (3) The catalyst is O1CCCC1. The product is [Br:27][C:12]1[C:11](=[O:28])[N:10]([C:7]2[CH:6]=[CH:5][C:4]([C:3]([OH:29])=[O:2])=[CH:9][CH:8]=2)[C:15]([CH3:16])=[CH:14][C:13]=1[O:17][C:18]([F:26])([F:25])[C:19]1[CH:20]=[CH:21][CH:22]=[CH:23][CH:24]=1. The yield is 0.700. The reactants are C[O:2][C:3](=[O:29])[C:4]1[CH:9]=[CH:8][C:7]([N:10]2[C:15]([CH3:16])=[CH:14][C:13]([O:17][C:18]([F:26])([F:25])[C:19]3[CH:24]=[CH:23][CH:22]=[CH:21][CH:20]=3)=[C:12]([Br:27])[C:11]2=[O:28])=[CH:6][CH:5]=1.C[Si](C)(C)[O-].[K+]. (4) The reactants are [CH:1]([O-:3])=[O:2].[NH:4]1[CH2:8][CH2:7][C@@H:6]([CH2:9][OH:10])[CH2:5]1.O1CCCC1.C(=O)(O)[O-].[Na+].[C:21]1([CH3:27])[CH:26]=[CH:25][CH:24]=[CH:23][CH:22]=1. The yield is 0.790. The product is [CH2:27]([O:2][C:1]([N:4]1[CH2:8][CH2:7][C@@H:6]([CH2:9][OH:10])[CH2:5]1)=[O:3])[C:21]1[CH:26]=[CH:25][CH:24]=[CH:23][CH:22]=1. The catalyst is O.C(Cl)(Cl)Cl.CO. (5) The reactants are [NH2:1][C:2]1[CH:3]=[C:4]([CH:21]=[CH:22][C:23]=1[CH3:24])[O:5][C:6]1[CH:7]=[CH:8][C:9]2[N:10]([CH:12]=[C:13]([NH:15][C:16]([CH:18]3[CH2:20][CH2:19]3)=[O:17])[N:14]=2)[N:11]=1.[CH2:25]([N:27]=[C:28]=[O:29])[CH3:26]. The catalyst is N1C=CC=CC=1. The product is [CH2:25]([NH:27][C:28]([NH:1][C:2]1[CH:3]=[C:4]([CH:21]=[CH:22][C:23]=1[CH3:24])[O:5][C:6]1[CH:7]=[CH:8][C:9]2[N:10]([CH:12]=[C:13]([NH:15][C:16]([CH:18]3[CH2:20][CH2:19]3)=[O:17])[N:14]=2)[N:11]=1)=[O:29])[CH3:26]. The yield is 0.580. (6) The reactants are O[C:2]1[CH:3]=[C:4]([C:8]#N)[CH:5]=[N:6]C=1.C[Li].S(=O)(=O)(O)[OH:13].Cl.[Cl-].[Na+].CC[O:22][CH2:23][CH3:24]. The catalyst is C1COCC1. The product is [C:3]([C:4]1[CH:8]=[C:23]([OH:22])[CH:24]=[N:6][CH:5]=1)(=[O:13])[CH3:2]. The yield is 0.750.